This data is from NCI-60 drug combinations with 297,098 pairs across 59 cell lines. The task is: Regression. Given two drug SMILES strings and cell line genomic features, predict the synergy score measuring deviation from expected non-interaction effect. (1) Drug 1: C1CCC(C1)C(CC#N)N2C=C(C=N2)C3=C4C=CNC4=NC=N3. Drug 2: C(CCl)NC(=O)N(CCCl)N=O. Cell line: U251. Synergy scores: CSS=0.691, Synergy_ZIP=-0.390, Synergy_Bliss=-2.17, Synergy_Loewe=-3.32, Synergy_HSA=-2.27. (2) Drug 1: C1CCC(CC1)NC(=O)N(CCCl)N=O. Drug 2: C1CC(C1)(C(=O)O)C(=O)O.[NH2-].[NH2-].[Pt+2]. Cell line: OVCAR3. Synergy scores: CSS=48.4, Synergy_ZIP=-1.76, Synergy_Bliss=2.96, Synergy_Loewe=-9.08, Synergy_HSA=2.35. (3) Drug 1: C1CCN(CC1)CCOC2=CC=C(C=C2)C(=O)C3=C(SC4=C3C=CC(=C4)O)C5=CC=C(C=C5)O. Drug 2: C1CCC(C1)C(CC#N)N2C=C(C=N2)C3=C4C=CNC4=NC=N3. Cell line: UACC-257. Synergy scores: CSS=-2.94, Synergy_ZIP=2.15, Synergy_Bliss=1.76, Synergy_Loewe=-1.64, Synergy_HSA=-1.43. (4) Synergy scores: CSS=43.6, Synergy_ZIP=-15.4, Synergy_Bliss=-30.7, Synergy_Loewe=-30.5, Synergy_HSA=-28.6. Cell line: CCRF-CEM. Drug 2: CC1C(C(CC(O1)OC2CC(CC3=C2C(=C4C(=C3O)C(=O)C5=CC=CC=C5C4=O)O)(C(=O)C)O)N)O. Drug 1: C1C(C(OC1N2C=NC3=C(N=C(N=C32)Cl)N)CO)O. (5) Drug 1: CC12CCC(CC1=CCC3C2CCC4(C3CC=C4C5=CN=CC=C5)C)O. Drug 2: CCC1(CC2CC(C3=C(CCN(C2)C1)C4=CC=CC=C4N3)(C5=C(C=C6C(=C5)C78CCN9C7C(C=CC9)(C(C(C8N6C=O)(C(=O)OC)O)OC(=O)C)CC)OC)C(=O)OC)O.OS(=O)(=O)O. Cell line: U251. Synergy scores: CSS=50.3, Synergy_ZIP=3.53, Synergy_Bliss=4.24, Synergy_Loewe=-21.5, Synergy_HSA=4.57. (6) Drug 1: CC1=CC2C(CCC3(C2CCC3(C(=O)C)OC(=O)C)C)C4(C1=CC(=O)CC4)C. Drug 2: CC(C1=C(C=CC(=C1Cl)F)Cl)OC2=C(N=CC(=C2)C3=CN(N=C3)C4CCNCC4)N. Cell line: NCI-H460. Synergy scores: CSS=7.45, Synergy_ZIP=-2.13, Synergy_Bliss=3.35, Synergy_Loewe=-2.64, Synergy_HSA=2.85. (7) Synergy scores: CSS=13.4, Synergy_ZIP=-4.92, Synergy_Bliss=-3.96, Synergy_Loewe=-2.30, Synergy_HSA=-1.02. Drug 1: C1CCC(C1)C(CC#N)N2C=C(C=N2)C3=C4C=CNC4=NC=N3. Cell line: KM12. Drug 2: CC1=CC=C(C=C1)C2=CC(=NN2C3=CC=C(C=C3)S(=O)(=O)N)C(F)(F)F.